Dataset: Reaction yield outcomes from USPTO patents with 853,638 reactions. Task: Predict the reaction yield, written as a fraction of the theoretical maximum amount of product (1.0 means a 100% yield; for example, 0.34 means a 34% yield). (1) The reactants are [CH3:1][C:2]1[C:3]([CH:8]2[CH2:13][CH2:12][CH2:11][CH:10]([C:14]3[C:19]([CH3:20])=[CH:18][CH:17]=[CH:16][N:15]=3)[NH:9]2)=[N:4][CH:5]=[CH:6][CH:7]=1.Br[CH2:22][CH2:23][CH2:24][CH2:25][N:26]1[CH:30]=[CH:29][N:28]=[CH:27]1.CCN(C(C)C)C(C)C. The catalyst is CN(C=O)C. The product is [N:26]1([CH2:25][CH2:24][CH2:23][CH2:22][N:9]2[CH:8]([C:3]3[C:2]([CH3:1])=[CH:7][CH:6]=[CH:5][N:4]=3)[CH2:13][CH2:12][CH2:11][CH:10]2[C:14]2[C:19]([CH3:20])=[CH:18][CH:17]=[CH:16][N:15]=2)[CH:30]=[CH:29][N:28]=[CH:27]1. The yield is 0.340. (2) The reactants are N1C=CC=CC=1.[CH2:7]([O:14][N:15]1[C:21](=[O:22])[N:20]2[CH2:23][C@H:16]1[CH2:17][CH2:18][C@H:19]2[C:24]([NH:26][NH:27][C:28](=O)[CH2:29][C:30]1([NH:33][C:34](=[O:40])[O:35][C:36]([CH3:39])([CH3:38])[CH3:37])[CH2:32][CH2:31]1)=[O:25])[C:8]1[CH:13]=[CH:12][CH:11]=[CH:10][CH:9]=1.O(S(C(F)(F)F)(=O)=O)S(C(F)(F)F)(=O)=O.C([O-])(O)=O.[Na+]. The catalyst is C(Cl)Cl. The product is [CH2:7]([O:14][N:15]1[C:21](=[O:22])[N:20]2[CH2:23][C@H:16]1[CH2:17][CH2:18][C@H:19]2[C:24]1[O:25][C:28]([CH2:29][C:30]2([NH:33][C:34](=[O:40])[O:35][C:36]([CH3:37])([CH3:38])[CH3:39])[CH2:32][CH2:31]2)=[N:27][N:26]=1)[C:8]1[CH:13]=[CH:12][CH:11]=[CH:10][CH:9]=1. The yield is 0.650. (3) The reactants are [Cl:1][C:2]1[N:3]=[C:4]([N:11]2[CH2:16][CH2:15][O:14][CH2:13][CH2:12]2)[C:5]2[S:10][CH:9]=[CH:8][C:6]=2[N:7]=1.C([Li])CCC.CCCCCC.CN([CH:31]=[O:32])C. The catalyst is C1COCC1. The product is [Cl:1][C:2]1[N:3]=[C:4]([N:11]2[CH2:16][CH2:15][O:14][CH2:13][CH2:12]2)[C:5]2[S:10][C:9]([CH:31]=[O:32])=[CH:8][C:6]=2[N:7]=1. The yield is 0.770. (4) The reactants are [C:1]([OH:5])(=[O:4])[CH2:2][SH:3].[H-].[Na+].Br[C:9]1[N:10]([CH2:19][C:20]2[CH:25]=[CH:24][CH:23]=[CH:22][CH:21]=2)[C:11]2[C:16]([N:17]=1)=[C:15]([NH2:18])[N:14]=[CH:13][N:12]=2. The catalyst is CN(C=O)C. The product is [C:1]([CH2:2][S:3][C:9]1[N:10]([CH2:19][C:20]2[CH:21]=[CH:22][CH:23]=[CH:24][CH:25]=2)[C:11]2[C:16]([N:17]=1)=[C:15]([NH2:18])[N:14]=[CH:13][N:12]=2)([OH:5])=[O:4]. The yield is 0.500.